Task: Regression. Given a peptide amino acid sequence and an MHC pseudo amino acid sequence, predict their binding affinity value. This is MHC class I binding data.. Dataset: Peptide-MHC class I binding affinity with 185,985 pairs from IEDB/IMGT The peptide sequence is KLTPGFHGL. The MHC is HLA-A02:01 with pseudo-sequence HLA-A02:01. The binding affinity (normalized) is 0.601.